Dataset: Forward reaction prediction with 1.9M reactions from USPTO patents (1976-2016). Task: Predict the product of the given reaction. (1) The product is: [Cl:14][C:15]1[C:24]2[C:19](=[CH:20][CH:21]=[C:22]([C:25]([C:7]3[N:11]([CH3:12])[C:10]([CH3:13])=[N:9][CH:8]=3)([C:27]3[C:28]([CH3:34])=[N:29][C:30]([CH3:33])=[CH:31][CH:32]=3)[OH:26])[CH:23]=2)[N:18]=[C:17]([O:35][CH3:36])[C:16]=1[CH2:37][C:38]1[CH:39]=[CH:40][C:41]([C:44]([F:46])([F:45])[F:47])=[CH:42][CH:43]=1. Given the reactants [Li]CCCC.Br[C:7]1[N:11]([CH3:12])[C:10]([CH3:13])=[N:9][CH:8]=1.[Cl:14][C:15]1[C:24]2[C:19](=[CH:20][CH:21]=[C:22]([CH:25]([C:27]3[C:28]([CH3:34])=[N:29][C:30]([CH3:33])=[CH:31][CH:32]=3)[OH:26])[CH:23]=2)[N:18]=[C:17]([O:35][CH3:36])[C:16]=1[CH2:37][C:38]1[CH:43]=[CH:42][C:41]([C:44]([F:47])([F:46])[F:45])=[CH:40][CH:39]=1, predict the reaction product. (2) Given the reactants [Si]([O:18][C:19]1[CH:62]=[CH:61][C:22]([O:23][CH2:24][C@@H:25]([OH:60])[CH2:26][NH:27][CH2:28][CH2:29][C:30]2[CH:59]=[CH:58][C:33]([NH:34][CH:35]3[CH2:40][CH2:39][N:38]([C:41]([NH:43][CH2:44][CH2:45][CH2:46][CH2:47][C:48]4[CH:53]=[CH:52][C:51]([O:54][CH3:55])=[C:50]([O:56][CH3:57])[CH:49]=4)=[O:42])[CH2:37][CH2:36]3)=[CH:32][CH:31]=2)=[CH:21][CH:20]=1)(C(C)(C)C)(C1C=CC=CC=1)C1C=CC=CC=1, predict the reaction product. The product is: [CH3:57][O:56][C:50]1[CH:49]=[C:48]([CH2:47][CH2:46][CH2:45][CH2:44][NH:43][C:41]([N:38]2[CH2:37][CH2:36][CH:35]([NH:34][C:33]3[CH:58]=[CH:59][C:30]([CH2:29][CH2:28][NH:27][CH2:26][CH:25]([OH:60])[CH2:24][O:23][C:22]4[CH:61]=[CH:62][C:19]([OH:18])=[CH:20][CH:21]=4)=[CH:31][CH:32]=3)[CH2:40][CH2:39]2)=[O:42])[CH:53]=[CH:52][C:51]=1[O:54][CH3:55]. (3) Given the reactants [C:1]([O:4][CH:5]1[CH:10]([O:11][C:12](=[O:14])[CH3:13])[CH:9]([O:15][CH:16]2[CH:21]([O:22][C:23](=[O:25])[CH3:24])[CH:20]([O:26][C:27](=[O:29])[NH2:28])[CH:19]([O:30][C:31](=[O:33])[CH3:32])[CH:18](OC(=O)C)[O:17]2)[CH:8]([O:38]P(OC2C=CC=CC=2)(OC2C=CC=CC=2)=O)[O:7][CH:6]1[CH2:55][O:56][C:57](=[O:59])[CH3:58])(=[O:3])[CH3:2].O[CH2:61][CH2:62][O:63][CH2:64][CH2:65][NH:66][C:67](=[O:76])[O:68][CH2:69][C:70]1[CH:75]=[CH:74][CH:73]=[CH:72][CH:71]=1.[Si](OS(C(F)(F)F)(=O)=O)(C)(C)C.C([O-])(O)=O.[Na+].[C:94]([O:97][CH2:98]C)(=[O:96])[CH3:95], predict the reaction product. The product is: [C:31]([O:30][C@H:19]1[C@H:20]([O:26][C:27](=[O:29])[NH2:28])[C@H:21]([O:22][C:23](=[O:25])[CH3:24])[C@@H:16]([O:15][C@H:9]2[C@@H:10]([O:11][C:12](=[O:14])[CH3:13])[C@H:5]([O:4][C:1](=[O:3])[CH3:2])[C@H:6]([CH2:55][O:56][C:57](=[O:59])[CH3:58])[O:7][C@@H:8]2[O:38][CH2:61][CH2:62][O:63][CH2:64][CH2:65][NH:66][C:67]([O:68][CH2:69][C:70]2[CH:71]=[CH:72][CH:73]=[CH:74][CH:75]=2)=[O:76])[O:17][C@@H:18]1[CH2:98][O:97][C:94](=[O:96])[CH3:95])(=[O:33])[CH3:32]. (4) Given the reactants [CH2:1]([O:5][C:6]1[CH:11]=[CH:10][C:9]([C:12]([C:15]2[CH:20]=[CH:19][C:18]([O:21][CH2:22][CH:23]3[O:25][CH2:24]3)=[CH:17][CH:16]=2)([CH3:14])[CH3:13])=[CH:8][CH:7]=1)[CH:2]1[O:4][CH2:3]1.[CH3:26][N:27]([CH3:31])[C:28]([NH2:30])=[O:29], predict the reaction product. The product is: [CH3:26][N:27]([CH3:31])[C:28]([NH2:30])=[O:29].[CH2:22]([O:21][C:18]1[CH:17]=[CH:16][C:15]([C:12]([C:9]2[CH:10]=[CH:11][C:6]([O:5][CH2:1][CH:2]3[O:4][CH2:3]3)=[CH:7][CH:8]=2)([CH3:14])[CH3:13])=[CH:20][CH:19]=1)[CH:23]1[O:25][CH2:24]1. (5) Given the reactants [CH2:1]([N:8]1[CH:12]=[C:11]([C:13]([O:15]CC)=[O:14])[C:10]([O:18][CH2:19][C:20]2[CH:25]=[CH:24][C:23]([O:26][CH2:27][C:28]3[N:29]=[C:30]([C:34]4[O:35][CH:36]=[CH:37][CH:38]=4)[O:31][C:32]=3[CH3:33])=[C:22]([O:39][CH3:40])[CH:21]=2)=[N:9]1)[C:2]1[CH:7]=[CH:6][CH:5]=[CH:4][CH:3]=1.O1CCCC1.[OH-].[Na+].Cl, predict the reaction product. The product is: [CH2:1]([N:8]1[CH:12]=[C:11]([C:13]([OH:15])=[O:14])[C:10]([O:18][CH2:19][C:20]2[CH:25]=[CH:24][C:23]([O:26][CH2:27][C:28]3[N:29]=[C:30]([C:34]4[O:35][CH:36]=[CH:37][CH:38]=4)[O:31][C:32]=3[CH3:33])=[C:22]([O:39][CH3:40])[CH:21]=2)=[N:9]1)[C:2]1[CH:3]=[CH:4][CH:5]=[CH:6][CH:7]=1. (6) Given the reactants [Br:1][C:2]1[C:3]([NH2:9])=[N:4][C:5]([Cl:8])=[CH:6][N:7]=1.[Cl:10][C:11]1[S:15][C:14]([S:16](Cl)(=[O:18])=[O:17])=[CH:13][CH:12]=1, predict the reaction product. The product is: [Cl:10][C:11]1[S:15][C:14]([S:16]([NH:9][C:3]2[C:2]([Br:1])=[N:7][CH:6]=[C:5]([Cl:8])[N:4]=2)(=[O:18])=[O:17])=[CH:13][CH:12]=1.